Task: Predict the reaction yield, written as a fraction of the theoretical maximum amount of product (1.0 means a 100% yield; for example, 0.34 means a 34% yield).. Dataset: Reaction yield outcomes from USPTO patents with 853,638 reactions (1) The reactants are FC(F)(F)C(O)=O.[NH2:8][C@H:9]1[CH2:15][O:14][C:13]2[CH:16]=[CH:17][CH:18]=[CH:19][C:12]=2[NH:11][C:10]1=[O:20].[C:21]([O:25][C:26]([N:28]([CH3:34])[C@@H:29]([CH3:33])[C:30](O)=[O:31])=[O:27])([CH3:24])([CH3:23])[CH3:22].O.ON1C2C=CC=CC=2N=N1.C(N(CC)C(C)C)(C)C. The catalyst is CN(C=O)C.CCOC(C)=O. The product is [CH3:34][N:28]([C@@H:29]([CH3:33])[C:30](=[O:31])[NH:8][C@H:9]1[CH2:15][O:14][C:13]2[CH:16]=[CH:17][CH:18]=[CH:19][C:12]=2[NH:11][C:10]1=[O:20])[C:26](=[O:27])[O:25][C:21]([CH3:24])([CH3:22])[CH3:23]. The yield is 0.840. (2) The reactants are [CH2:1]([C:3]1[CH:8]=[C:7]([CH2:9][C:10]([O:12][CH3:13])=[O:11])[CH:6]=[CH:5][C:4]=1[C:14]1[CH:19]=[CH:18][C:17]([OH:20])=[CH:16][CH:15]=1)[CH3:2].CS(O[CH2:26][C:27]1[CH:32]=[CH:31][C:30]([C:33]([F:36])([F:35])[F:34])=[C:29]([O:37]COC)[C:28]=1[CH:41](OC)[O:42]C)(=O)=O. No catalyst specified. The product is [CH2:1]([C:3]1[CH:8]=[C:7]([CH2:9][C:10]([O:12][CH3:13])=[O:11])[CH:6]=[CH:5][C:4]=1[C:14]1[CH:15]=[CH:16][C:17]([O:20][CH2:26][C:27]2[CH:32]=[CH:31][C:30]([C:33]([F:35])([F:36])[F:34])=[C:29]([OH:37])[C:28]=2[CH:41]=[O:42])=[CH:18][CH:19]=1)[CH3:2]. The yield is 0.790. (3) The reactants are Cl[C:2]1[N:3]=[N:4][C:5]([O:8][CH3:9])=[CH:6][CH:7]=1.[C:10]1(B(O)O)[CH:15]=[CH:14][CH:13]=[CH:12][CH:11]=1.C(=O)([O-])[O-].[Na+].[Na+]. The catalyst is C1(C)C=CC=CC=1.C1C=CC([P]([Pd]([P](C2C=CC=CC=2)(C2C=CC=CC=2)C2C=CC=CC=2)([P](C2C=CC=CC=2)(C2C=CC=CC=2)C2C=CC=CC=2)[P](C2C=CC=CC=2)(C2C=CC=CC=2)C2C=CC=CC=2)(C2C=CC=CC=2)C2C=CC=CC=2)=CC=1. The product is [CH3:9][O:8][C:5]1[N:4]=[N:3][C:2]([C:10]2[CH:15]=[CH:14][CH:13]=[CH:12][CH:11]=2)=[CH:7][CH:6]=1. The yield is 0.740. (4) The reactants are C([O:8][NH:9][C:10]([CH2:12][CH2:13][C:14]1[CH:44]=[CH:43][C:17]([O:18][C:19]2[CH:24]=[CH:23][C:22]([CH2:25][CH:26]([NH:32][S:33]([C:36]3[CH:41]=[CH:40][C:39]([CH3:42])=[CH:38][CH:37]=3)(=[O:35])=[O:34])[C:27]([N:29]([CH3:31])[CH3:30])=[O:28])=[CH:21][CH:20]=2)=[CH:16][CH:15]=1)=[O:11])C1C=CC=CC=1.[H][H]. The catalyst is CO.[Pd]. The product is [OH:8][NH:9][C:10]([CH2:12][CH2:13][C:14]1[CH:15]=[CH:16][C:17]([O:18][C:19]2[CH:20]=[CH:21][C:22]([CH2:25][CH:26]([NH:32][S:33]([C:36]3[CH:37]=[CH:38][C:39]([CH3:42])=[CH:40][CH:41]=3)(=[O:35])=[O:34])[C:27]([N:29]([CH3:31])[CH3:30])=[O:28])=[CH:23][CH:24]=2)=[CH:43][CH:44]=1)=[O:11]. The yield is 0.590.